Dataset: Forward reaction prediction with 1.9M reactions from USPTO patents (1976-2016). Task: Predict the product of the given reaction. Given the reactants [OH:1][C:2]1[CH:6]([CH2:7][CH2:8][C:9]2[CH:14]=[CH:13][CH:12]=[CH:11][CH:10]=2)[NH:5][C:4](=[O:15])[CH:3]=1.CCN(CC)CC.C(Cl)CCl.[CH3:27][S:28][CH2:29][CH2:30][C:31](O)=[O:32].Cl.[Na+].[Cl-], predict the reaction product. The product is: [OH:1][C:2]1[CH:6]([CH2:7][CH2:8][C:9]2[CH:14]=[CH:13][CH:12]=[CH:11][CH:10]=2)[NH:5][C:4](=[O:15])[C:3]=1[C:31](=[O:32])[CH2:30][CH2:29][S:28][CH3:27].